Dataset: Catalyst prediction with 721,799 reactions and 888 catalyst types from USPTO. Task: Predict which catalyst facilitates the given reaction. (1) Product: [I:19][C:2]1[C:11]2[C:6](=[CH:7][CH:8]=[CH:9][CH:10]=2)[C:5]([CH2:12][C:13]2[CH:18]=[CH:17][N:16]=[CH:15][CH:14]=2)=[N:4][N:3]=1. Reactant: Cl[C:2]1[C:11]2[C:6](=[CH:7][CH:8]=[CH:9][CH:10]=2)[C:5]([CH2:12][C:13]2[CH:18]=[CH:17][N:16]=[CH:15][CH:14]=2)=[N:4][N:3]=1.[I-:19].[Na+].I. The catalyst class is: 21. (2) Reactant: [CH3:1][O:2][C:3]1[CH:11]=[CH:10][C:6]([C:7](O)=[O:8])=[CH:5][C:4]=1[CH3:12].C(Cl)(=O)C([Cl:16])=O.CN(C=O)C. Product: [CH3:1][O:2][C:3]1[CH:11]=[CH:10][C:6]([C:7]([Cl:16])=[O:8])=[CH:5][C:4]=1[CH3:12]. The catalyst class is: 2.